This data is from Reaction yield outcomes from USPTO patents with 853,638 reactions. The task is: Predict the reaction yield, written as a fraction of the theoretical maximum amount of product (1.0 means a 100% yield; for example, 0.34 means a 34% yield). (1) The reactants are [Cl:1][C:2]1[CH:3]=[C:4]([C:8]([NH:10][C@@H:11]2[CH2:16][CH2:15][N:14](C(OCC)=O)[CH2:13][C@@H:12]2[O:22][CH2:23][CH3:24])=[O:9])[NH:5][C:6]=1[CH3:7].[OH-].[K+].O.NN.O. The catalyst is C(O)CO. The product is [Cl:1][C:2]1[CH:3]=[C:4]([C:8]([NH:10][C@@H:11]2[CH2:16][CH2:15][NH:14][CH2:13][C@@H:12]2[O:22][CH2:23][CH3:24])=[O:9])[NH:5][C:6]=1[CH3:7]. The yield is 0.370. (2) The reactants are [F:1][C:2]1[CH:7]=[CH:6][C:5]([C:8]2[CH:13]=[CH:12][N:11]=[C:10]([NH:14][C:15]([CH:17]3[CH2:22][CH2:21][N:20](C(OC(C)(C)C)=O)[CH2:19][CH2:18]3)=[O:16])[CH:9]=2)=[C:4]([O:30][CH3:31])[CH:3]=1.C(C1CCN(C(OC(C)(C)C)=O)CC1)(=O)N.ClC1C=C(C2C=CC(F)=CC=2OC)C=CN=1.C([O-])([O-])=O.[Cs+].[Cs+].CC1(C)C2C(=C(P(C3C=CC=CC=3)C3C=CC=CC=3)C=CC=2)OC2C(P(C3C=CC=CC=3)C3C=CC=CC=3)=CC=CC1=2. The catalyst is O1CCOCC1.C1C=CC([P]([Pd]([P](C2C=CC=CC=2)(C2C=CC=CC=2)C2C=CC=CC=2)([P](C2C=CC=CC=2)(C2C=CC=CC=2)C2C=CC=CC=2)[P](C2C=CC=CC=2)(C2C=CC=CC=2)C2C=CC=CC=2)(C2C=CC=CC=2)C2C=CC=CC=2)=CC=1. The product is [F:1][C:2]1[CH:7]=[CH:6][C:5]([C:8]2[CH:13]=[CH:12][N:11]=[C:10]([NH:14][C:15]([CH:17]3[CH2:22][CH2:21][NH:20][CH2:19][CH2:18]3)=[O:16])[CH:9]=2)=[C:4]([O:30][CH3:31])[CH:3]=1. The yield is 0.235. (3) The reactants are CN1CCCC1=O.Cl[C:9]1[N:10]([CH2:32][CH:33]2[CH2:35][CH2:34]2)[C:11]2[C:16]([N:17]=1)=[C:15]([N:18]1[CH2:23][CH2:22][O:21][CH2:20][CH2:19]1)[N:14]=[C:13]([C:24]1[C:25]([CH3:31])=[N:26][C:27]([NH2:30])=[N:28][CH:29]=1)[N:12]=2.[NH:36]1[CH2:44][CH2:43][CH:39]([C:40]([NH2:42])=[O:41])[CH2:38][CH2:37]1. The catalyst is O. The product is [NH2:30][C:27]1[N:26]=[C:25]([CH3:31])[C:24]([C:13]2[N:12]=[C:11]3[C:16]([N:17]=[C:9]([N:36]4[CH2:44][CH2:43][CH:39]([C:40]([NH2:42])=[O:41])[CH2:38][CH2:37]4)[N:10]3[CH2:32][CH:33]3[CH2:35][CH2:34]3)=[C:15]([N:18]3[CH2:23][CH2:22][O:21][CH2:20][CH2:19]3)[N:14]=2)=[CH:29][N:28]=1. The yield is 0.690. (4) The reactants are [F:1][C:2]1[CH:7]=[CH:6][C:5]([C:8]2[N:9]=[N:10][N:11]([CH3:18])[C:12]=2[C:13]2[N:14]=[CH:15][NH:16][CH:17]=2)=[CH:4][CH:3]=1.Cl[C:20]1[CH:29]=[CH:28][C:23]([C:24]([O:26][CH3:27])=[O:25])=[CH:22][N:21]=1.C(=O)([O-])[O-].[K+].[K+].Cl. The catalyst is CN(C=O)C. The product is [CH3:27][O:26][C:24](=[O:25])[C:23]1[CH:28]=[CH:29][C:20]([N:16]2[CH:17]=[C:13]([C:12]3[N:11]([CH3:18])[N:10]=[N:9][C:8]=3[C:5]3[CH:6]=[CH:7][C:2]([F:1])=[CH:3][CH:4]=3)[N:14]=[CH:15]2)=[N:21][CH:22]=1. The yield is 0.550. (5) The reactants are [C:1]([O:5][C:6](=[O:41])[C@@H:7]([NH:20][C:21](=[O:40])[NH:22][C@@H:23]([CH2:31][CH2:32][C:33]([O:35][C:36]([CH3:39])([CH3:38])[CH3:37])=[O:34])[C:24]([O:26][C:27]([CH3:30])([CH3:29])[CH3:28])=[O:25])[CH2:8][CH2:9][C:10](ON1C(=O)CCC1=O)=[O:11])([CH3:4])([CH3:3])[CH3:2].[NH2:42][C@@H:43]([CH2:47][CH2:48][CH2:49][CH2:50][N:51]([CH2:78][C:79]1[N:80]([CH2:84][C:85]([N:87]([CH2:96][C:97]([O:99][C:100]([CH3:103])([CH3:102])[CH3:101])=[O:98])[CH2:88][C:89](=[O:95])[O:90][C:91]([CH3:94])([CH3:93])[CH3:92])=[O:86])[CH:81]=[CH:82][N:83]=1)[CH2:52][C:53]1[N:54]([CH2:58][C:59](=[O:77])[N:60]([CH2:69][C:70](=[O:76])[O:71][C:72]([CH3:75])([CH3:74])[CH3:73])[CH2:61][C:62](=[O:68])[O:63][C:64]([CH3:67])([CH3:66])[CH3:65])[CH:55]=[CH:56][N:57]=1)[C:44]([OH:46])=[O:45].CCN(C(C)C)C(C)C. The catalyst is CN(C=O)C. The product is [C:100]([O:99][C:97](=[O:98])[CH2:96][N:87]([CH2:88][C:89](=[O:95])[O:90][C:91]([CH3:94])([CH3:93])[CH3:92])[C:85](=[O:86])[CH2:84][N:80]1[CH:81]=[CH:82][N:83]=[C:79]1[CH2:78][N:51]([CH2:52][C:53]1[N:54]([CH2:58][C:59](=[O:77])[N:60]([CH2:69][C:70](=[O:76])[O:71][C:72]([CH3:75])([CH3:74])[CH3:73])[CH2:61][C:62](=[O:68])[O:63][C:64]([CH3:65])([CH3:67])[CH3:66])[CH:55]=[CH:56][N:57]=1)[CH2:50][CH2:49][CH2:48][CH2:47][C@H:43]([NH:42][C:10](=[O:11])[CH2:9][CH2:8][C@@H:7]([C:6]([O:5][C:1]([CH3:4])([CH3:3])[CH3:2])=[O:41])[NH:20][C:21](=[O:40])[NH:22][C@H:23]([C:24]([O:26][C:27]([CH3:28])([CH3:29])[CH3:30])=[O:25])[CH2:31][CH2:32][C:33](=[O:34])[O:35][C:36]([CH3:39])([CH3:38])[CH3:37])[C:44]([OH:46])=[O:45])([CH3:103])([CH3:102])[CH3:101]. The yield is 0.840. (6) The reactants are [NH2:1][C:2]1[C:3]([O:25][CH3:26])=[C:4]([N:9]([CH2:16][C:17]2[CH:22]=[CH:21][C:20]([O:23][CH3:24])=[CH:19][CH:18]=2)[S:10]([CH2:13][CH2:14][CH3:15])(=[O:12])=[O:11])[CH:5]=[CH:6][C:7]=1[F:8].C(Cl)(Cl)Cl.C(N(CC)CC)C.[Cl:38][C:39]1[C:48]2[C:43](=[C:44]([C:49](Cl)=[O:50])[CH:45]=[CH:46][CH:47]=2)[N:42]=[CH:41][N:40]=1. The yield is 0.550. The product is [Cl:38][C:39]1[C:48]2[C:43](=[C:44]([C:49]([NH:1][C:2]3[C:7]([F:8])=[CH:6][CH:5]=[C:4]([N:9]([CH2:16][C:17]4[CH:18]=[CH:19][C:20]([O:23][CH3:24])=[CH:21][CH:22]=4)[S:10]([CH2:13][CH2:14][CH3:15])(=[O:12])=[O:11])[C:3]=3[O:25][CH3:26])=[O:50])[CH:45]=[CH:46][CH:47]=2)[N:42]=[CH:41][N:40]=1. No catalyst specified. (7) The reactants are [Br:1][C:2]1[CH:7]=[C:6]([F:8])[C:5]([F:9])=[CH:4][C:3]=1[OH:10].Br[CH2:12][C:13](=O)[CH3:14]. No catalyst specified. The product is [Br:1][C:2]1[C:3]2[O:10][CH:12]=[C:13]([CH3:14])[C:4]=2[C:5]([F:9])=[C:6]([F:8])[CH:7]=1. The yield is 0.120.